From a dataset of Catalyst prediction with 721,799 reactions and 888 catalyst types from USPTO. Predict which catalyst facilitates the given reaction. Reactant: [F:1][C:2]1[CH:22]=[CH:21][CH:20]=[CH:19][C:3]=1[CH2:4][O:5][C:6]1[CH:7]=[C:8]([CH:13]=[C:14]([N+:16]([O-:18])=[O:17])[CH:15]=1)[C:9]([O:11]C)=[O:10].CO.[OH-].[Na+]. Product: [F:1][C:2]1[CH:22]=[CH:21][CH:20]=[CH:19][C:3]=1[CH2:4][O:5][C:6]1[CH:7]=[C:8]([CH:13]=[C:14]([N+:16]([O-:18])=[O:17])[CH:15]=1)[C:9]([OH:11])=[O:10]. The catalyst class is: 6.